From a dataset of Full USPTO retrosynthesis dataset with 1.9M reactions from patents (1976-2016). Predict the reactants needed to synthesize the given product. (1) Given the product [C:16]1([C:22]2[N:26]=[C:25]([N:27]3[CH2:32][CH2:31][N:30]([C:8]([NH:7][C:2]4[N:1]=[CH:6][CH:5]=[CH:4][N:3]=4)=[O:15])[CH2:29][CH2:28]3)[S:24][N:23]=2)[CH:17]=[CH:18][CH:19]=[CH:20][CH:21]=1, predict the reactants needed to synthesize it. The reactants are: [N:1]1[CH:6]=[CH:5][CH:4]=[N:3][C:2]=1[NH:7][C:8](=[O:15])OCC(Cl)(Cl)Cl.[C:16]1([C:22]2[N:26]=[C:25]([N:27]3[CH2:32][CH2:31][NH:30][CH2:29][CH2:28]3)[S:24][N:23]=2)[CH:21]=[CH:20][CH:19]=[CH:18][CH:17]=1.C(N(C(C)C)CC)(C)C.CS(C)=O. (2) Given the product [OH:2][CH2:3][CH2:4][N+:5]([CH3:8])([CH3:7])[CH3:6].[CH2:17]([O:10][B:9]([O-:12])[O:11][CH2:13][C:14]1[C:15](=[CH:17][CH:18]=[CH:19][CH:20]=1)[OH:16])[C:15]1[C:3](=[CH:4][CH:19]=[CH:20][CH:14]=1)[OH:2], predict the reactants needed to synthesize it. The reactants are: [OH-].[OH:2][CH2:3][CH2:4][N+:5]([CH3:8])([CH3:7])[CH3:6].[B:9]([OH:12])([OH:11])[OH:10].[C:13](O)(=O)[C:14]1[C:15](=[CH:17][CH:18]=[CH:19][CH:20]=1)[OH:16]. (3) Given the product [Cl:27][C:28]1[C:29]([F:42])=[C:30]([CH:39]=[CH:40][CH:41]=1)[C:31]([N:33]1[CH2:38][CH2:37][N:36]([CH2:6][C:7]2[N:12]=[C:11]([NH:13][C:14]3[CH:18]=[CH:17][N:16]([CH2:19][O:20][CH2:21][CH2:22][Si:23]([CH3:26])([CH3:25])[CH3:24])[N:15]=3)[CH:10]=[CH:9][CH:8]=2)[CH2:35][CH2:34]1)=[O:32], predict the reactants needed to synthesize it. The reactants are: CS(O[CH2:6][C:7]1[N:12]=[C:11]([NH:13][C:14]2[CH:18]=[CH:17][N:16]([CH2:19][O:20][CH2:21][CH2:22][Si:23]([CH3:26])([CH3:25])[CH3:24])[N:15]=2)[CH:10]=[CH:9][CH:8]=1)(=O)=O.[Cl:27][C:28]1[C:29]([F:42])=[C:30]([CH:39]=[CH:40][CH:41]=1)[C:31]([N:33]1[CH2:38][CH2:37][NH:36][CH2:35][CH2:34]1)=[O:32].C(N(CC)C(C)C)(C)C. (4) Given the product [Cl:1][C:2]1[N:3]([CH2:23][C:21]([OH:22])([CH3:24])[CH2:20][OH:19])[CH:4]=[C:5]([N+:7]([O-:9])=[O:8])[N:6]=1, predict the reactants needed to synthesize it. The reactants are: [Cl:1][C:2]1[NH:3][CH:4]=[C:5]([N+:7]([O-:9])=[O:8])[N:6]=1.[N+](C1C=CC(C([O:19][CH2:20][C:21]2([CH3:24])[CH2:23][O:22]2)=O)=CC=1)([O-])=O.C(N(CC)CC)C.Cl.S([O-])([O-])(=O)=O.[Mg+2]. (5) The reactants are: [NH2:1][C:2]1[CH:7]=[C:6]([O:8][C:9]2[CH:14]=[CH:13][C:12]([NH:15][C:16]([C:18]3([C:21]([NH:23][C:24]4[CH:29]=[CH:28][C:27]([F:30])=[CH:26][CH:25]=4)=[O:22])[CH2:20][CH2:19]3)=[O:17])=[C:11]([F:31])[CH:10]=2)[CH:5]=[CH:4][N:3]=1.[CH2:32]([N:34]([CH2:37][CH3:38])[CH2:35][CH3:36])C.Cl[C:40](OC1C=CC=CC=1)=[O:41].[O:49]1CCCC1. Given the product [F:31][C:11]1[CH:10]=[C:9]([O:8][C:6]2[CH:5]=[CH:4][N:3]=[C:2]([NH:1][C:32]([N:34]3[CH2:37][CH2:38][CH:40]([OH:41])[CH2:36][CH2:35]3)=[O:49])[CH:7]=2)[CH:14]=[CH:13][C:12]=1[NH:15][C:16]([C:18]1([C:21]([NH:23][C:24]2[CH:25]=[CH:26][C:27]([F:30])=[CH:28][CH:29]=2)=[O:22])[CH2:20][CH2:19]1)=[O:17], predict the reactants needed to synthesize it. (6) Given the product [O:17]=[C:13]1[C@@H:12]([NH:11][S:8]([C:5]2[CH:6]=[CH:7][C:2]([NH:1][C:18](=[O:25])[C:19]3[CH:24]=[CH:23][CH:22]=[CH:21][CH:20]=3)=[CH:3][CH:4]=2)(=[O:10])=[O:9])[CH2:16][CH2:15][O:14]1, predict the reactants needed to synthesize it. The reactants are: [NH2:1][C:2]1[CH:7]=[CH:6][C:5]([S:8]([NH:11][C@H:12]2[CH2:16][CH2:15][O:14][C:13]2=[O:17])(=[O:10])=[O:9])=[CH:4][CH:3]=1.[C:18](Cl)(=[O:25])[C:19]1[CH:24]=[CH:23][CH:22]=[CH:21][CH:20]=1.